This data is from Reaction yield outcomes from USPTO patents with 853,638 reactions. The task is: Predict the reaction yield, written as a fraction of the theoretical maximum amount of product (1.0 means a 100% yield; for example, 0.34 means a 34% yield). (1) The yield is 0.520. The catalyst is O1CCCC1. The reactants are [CH3:1][O:2][C:3]([C:5]1[N:6]([CH2:23][C:24]2[CH:29]=[CH:28][C:27]([C:30]([O:32]C)=[O:31])=[CH:26][CH:25]=2)[C:7](=[O:22])[C:8]2[C:13]([C:14]=1[C:15]1[CH:20]=[CH:19][CH:18]=[CH:17][CH:16]=1)=[CH:12][C:11]([Cl:21])=[CH:10][CH:9]=2)=[O:4].CO.[OH-].[Na+]. The product is [CH3:1][O:2][C:3]([C:5]1[N:6]([CH2:23][C:24]2[CH:25]=[CH:26][C:27]([C:30]([OH:32])=[O:31])=[CH:28][CH:29]=2)[C:7](=[O:22])[C:8]2[C:13]([C:14]=1[C:15]1[CH:16]=[CH:17][CH:18]=[CH:19][CH:20]=1)=[CH:12][C:11]([Cl:21])=[CH:10][CH:9]=2)=[O:4]. (2) The reactants are [F:1][C:2]1[C:7]([O:8]C)=[CH:6][CH:5]=[CH:4][C:3]=1[C:10]1[CH:11]=[C:12]([NH:16][CH2:17][C:18]2[CH:19]=[C:20]([OH:24])[CH:21]=[CH:22][CH:23]=2)[CH:13]=[N:14][CH:15]=1. The catalyst is C(Cl)Cl. The product is [F:1][C:2]1[C:3]([C:10]2[CH:15]=[N:14][CH:13]=[C:12]([NH:16][CH2:17][C:18]3[CH:23]=[CH:22][CH:21]=[C:20]([OH:24])[CH:19]=3)[CH:11]=2)=[CH:4][CH:5]=[CH:6][C:7]=1[OH:8]. The yield is 0.370. (3) The reactants are [F:1][CH:2]([F:19])[O:3][C:4]1[CH:9]=[CH:8][C:7]([C:10]#[C:11][Si](C)(C)C)=[CH:6][C:5]=1[CH2:16][CH2:17][F:18].C(=O)([O-])[O-].[K+].[K+]. The catalyst is CO. The product is [F:1][CH:2]([F:19])[O:3][C:4]1[CH:9]=[CH:8][C:7]([C:10]#[CH:11])=[CH:6][C:5]=1[CH2:16][CH2:17][F:18]. The yield is 0.880. (4) The yield is 0.400. The product is [NH2:1][C:2]1[NH:3][C:4](=[O:9])[C:5]2[C:16]([CH:20]([CH3:22])[CH3:21])=[CH:17][NH:8][C:6]=2[N:7]=1. The catalyst is CC#N.O. The reactants are [NH2:1][C:2]1[N:7]=[C:6]([NH2:8])[CH:5]=[C:4]([OH:9])[N:3]=1.C(O[Na])(C)=O.Br[CH:16]([CH:20]([CH3:22])[CH3:21])[CH2:17]C=O. (5) The reactants are C[O:2][C:3](=[O:41])[CH:4]([C:9]1[CH:10]=[C:11]([C:31]2[CH:36]=[CH:35][C:34]([C:37]([F:40])([F:39])[F:38])=[CH:33][CH:32]=2)[CH:12]=[C:13]([N:15]([CH:17]([C:23]2[CH:28]=[C:27]([F:29])[CH:26]=[C:25]([F:30])[CH:24]=2)[CH2:18][CH2:19][CH:20]([CH3:22])[CH3:21])[CH3:16])[CH:14]=1)[CH2:5][CH:6]([CH3:8])[CH3:7].CI.C([O-])([O-])=O.[Cs+].[Cs+]. The catalyst is C(#N)C. The product is [F:29][C:27]1[CH:28]=[C:23]([CH:17]([N:15]([CH3:16])[C:13]2[CH:14]=[C:9]([CH:4]([CH2:5][CH:6]([CH3:8])[CH3:7])[C:3]([OH:41])=[O:2])[CH:10]=[C:11]([C:31]3[CH:36]=[CH:35][C:34]([C:37]([F:39])([F:40])[F:38])=[CH:33][CH:32]=3)[CH:12]=2)[CH2:18][CH2:19][CH:20]([CH3:22])[CH3:21])[CH:24]=[C:25]([F:30])[CH:26]=1. The yield is 0.500. (6) The reactants are [CH2:1]([O:8][C:9]1[CH:14]=[CH:13][CH:12]=[C:11](Br)[CH:10]=1)[C:2]1[CH:7]=[CH:6][CH:5]=[CH:4][CH:3]=1.[NH:16]1[CH2:21][CH2:20][O:19][CH2:18][CH2:17]1.CC(C)([O-])C.[Na+].C1(C)C=CC=CC=1. The catalyst is C(OCC)(=O)C. The product is [CH2:1]([O:8][C:9]1[CH:10]=[C:11]([N:16]2[CH2:21][CH2:20][O:19][CH2:18][CH2:17]2)[CH:12]=[CH:13][CH:14]=1)[C:2]1[CH:7]=[CH:6][CH:5]=[CH:4][CH:3]=1. The yield is 0.800. (7) The reactants are C([O:3][C:4](=[O:34])[CH2:5][N:6]([CH2:19][CH2:20][NH:21][S:22]([C:25]1[S:26][C:27]2[CH:33]=[CH:32][CH:31]=[CH:30][C:28]=2[N:29]=1)(=[O:24])=[O:23])[C:7](=[O:18])[CH2:8][N:9]1[CH:17]=[C:15]([CH3:16])[C:13](=[O:14])[NH:12][C:10]1=[O:11])C.O.[OH-].[Li+].Cl. The catalyst is O1CCCC1.O. The product is [S:26]1[C:27]2[CH:33]=[CH:32][CH:31]=[CH:30][C:28]=2[N:29]=[C:25]1[S:22]([NH:21][CH2:20][CH2:19][N:6]([C:7](=[O:18])[CH2:8][N:9]1[CH:17]=[C:15]([CH3:16])[C:13](=[O:14])[NH:12][C:10]1=[O:11])[CH2:5][C:4]([OH:34])=[O:3])(=[O:23])=[O:24]. The yield is 0.950. (8) The reactants are [NH2:1][C:2]1[C:11]2[S:10](=[O:13])(=[O:12])[N:9]=[C:8]([CH2:14][C:15]([O:17][CH2:18][CH3:19])=[O:16])[NH:7][C:6]=2[CH:5]=[CH:4][C:3]=1[OH:20].[CH3:21][C:22](C)(C)C([O-])([O-])[O-]. The catalyst is CN(C)C=O.O.C1(C)C=CC(S(O)(=O)=O)=CC=1. The product is [CH3:21][C:22]1[O:20][C:3]2[CH:4]=[CH:5][C:6]3[NH:7][C:8]([CH2:14][C:15]([O:17][CH2:18][CH3:19])=[O:16])=[N:9][S:10](=[O:13])(=[O:12])[C:11]=3[C:2]=2[N:1]=1. The yield is 0.790. (9) The reactants are [Si]([O:18][C@H:19]1[CH2:23][C@H:22]([C:24]2[C:28]3[N:29]=[CH:30][N:31]=[C:32]([NH:33][C@@H:34]4[C:42]5[C:37](=[CH:38][CH:39]=[CH:40][CH:41]=5)[CH2:36][CH2:35]4)[C:27]=3[S:26][CH:25]=2)[O:21][C@@H:20]1[CH2:43][OH:44])(C(C)(C)C)(C1C=CC=CC=1)C1C=CC=CC=1.C(N(CC)C(C)C)(C)C.[NH2:54][S:55](Cl)(=[O:57])=[O:56].S(=O)(=O)([O-])N. The catalyst is CN(C=O)C.C(#N)C.C1COCC1.[F-].C([N+](CCCC)(CCCC)CCCC)CCC. The product is [S:55](=[O:57])(=[O:56])([O:44][CH2:43][C@@H:20]1[C@@H:19]([OH:18])[CH2:23][C@H:22]([C:24]2[C:28]3[N:29]=[CH:30][N:31]=[C:32]([NH:33][C@@H:34]4[C:42]5[C:37](=[CH:38][CH:39]=[CH:40][CH:41]=5)[CH2:36][CH2:35]4)[C:27]=3[S:26][CH:25]=2)[O:21]1)[NH2:54]. The yield is 0.350.